This data is from Forward reaction prediction with 1.9M reactions from USPTO patents (1976-2016). The task is: Predict the product of the given reaction. Given the reactants C(S([C:10]1[C:15]([C:16]([O:18][CH3:19])=[O:17])=[C:14]([N:20]2[CH2:25][CH2:24][CH:23]([OH:26])[CH2:22][CH2:21]2)[N:13]=[C:12]([N:27]2[CH2:32][CH2:31][N:30]3[CH:33]=[CH:34][N:35]=[C:29]3[CH2:28]2)[N:11]=1)=O)C1C=CC=CC=1.[Cl:36][C:37]1[CH:38]=[C:39]([CH:42]=[CH:43][C:44]=1[O:45][CH3:46])[CH2:40][NH2:41].C(N(CC)CC)C, predict the reaction product. The product is: [Cl:36][C:37]1[CH:38]=[C:39]([CH:42]=[CH:43][C:44]=1[O:45][CH3:46])[CH2:40][NH:41][C:10]1[C:15]([C:16]([O:18][CH3:19])=[O:17])=[C:14]([N:20]2[CH2:21][CH2:22][CH:23]([OH:26])[CH2:24][CH2:25]2)[N:13]=[C:12]([N:27]2[CH2:32][CH2:31][N:30]3[CH:33]=[CH:34][N:35]=[C:29]3[CH2:28]2)[N:11]=1.